Dataset: Full USPTO retrosynthesis dataset with 1.9M reactions from patents (1976-2016). Task: Predict the reactants needed to synthesize the given product. (1) Given the product [Cl:1][C:2]1[N:3]([CH2:10][C@@:11]([CH3:14])([OH:12])[CH2:13][N:15]2[C:24]3[C:19](=[CH:20][CH:21]=[CH:22][CH:23]=3)[CH2:18][CH2:17][CH2:16]2)[CH:4]=[C:5]([N+:7]([O-:9])=[O:8])[N:6]=1, predict the reactants needed to synthesize it. The reactants are: [Cl:1][C:2]1[N:3]([CH2:10][C@:11]2([CH3:14])[CH2:13][O:12]2)[CH:4]=[C:5]([N+:7]([O-:9])=[O:8])[N:6]=1.[NH:15]1[C:24]2[C:19](=[CH:20][CH:21]=[CH:22][CH:23]=2)[CH2:18][CH2:17][CH2:16]1.CN(C=O)C. (2) Given the product [Br:8][C:5]1[CH:6]=[CH:7][C:2]2[N:3]([CH:10]=[C:11]([C:12]([O:14][CH2:15][CH3:16])=[O:13])[N:1]=2)[CH:4]=1, predict the reactants needed to synthesize it. The reactants are: [NH2:1][C:2]1[CH:7]=[CH:6][C:5]([Br:8])=[CH:4][N:3]=1.Br[CH2:10][C:11](=O)[C:12]([O:14][CH2:15][CH3:16])=[O:13]. (3) Given the product [C:22]([CH2:29][CH2:30][CH2:31][C:32]([NH2:44])([CH2:36][C:37]1[CH:42]=[CH:41][C:40]([Cl:43])=[CH:39][CH:38]=1)[C:33]([N:50]1[CH2:51][CH2:52][N:47]([C:53]2[C:62]3[C:57](=[CH:58][CH:59]=[CH:60][CH:61]=3)[N:56]=[CH:55][N:54]=2)[CH2:48][CH2:49]1)=[O:35])([O:24][C:25]([CH3:26])([CH3:27])[CH3:28])=[O:23], predict the reactants needed to synthesize it. The reactants are: CCN=C=NCCCN(C)C.C1C=CC2N(O)N=NC=2C=1.[C:22]([CH2:29][CH2:30][CH2:31][C:32]([NH2:44])([CH2:36][C:37]1[CH:42]=[CH:41][C:40]([Cl:43])=[CH:39][CH:38]=1)[C:33]([OH:35])=O)([O:24][C:25]([CH3:28])([CH3:27])[CH3:26])=[O:23].Cl.Cl.[N:47]1([C:53]2[C:62]3[C:57](=[CH:58][CH:59]=[CH:60][CH:61]=3)[N:56]=[CH:55][N:54]=2)[CH2:52][CH2:51][NH:50][CH2:49][CH2:48]1.